Dataset: Reaction yield outcomes from USPTO patents with 853,638 reactions. Task: Predict the reaction yield, written as a fraction of the theoretical maximum amount of product (1.0 means a 100% yield; for example, 0.34 means a 34% yield). (1) The reactants are [F:1][C:2]1[CH:19]=[CH:18][C:5]([C:6]([NH:8][C:9]2([C:15]([OH:17])=[O:16])[CH2:14][CH2:13][CH2:12][CH2:11][CH2:10]2)=O)=[CH:4][CH:3]=1. The catalyst is C(OC(=O)C)(=O)C. The product is [F:1][C:2]1[CH:19]=[CH:18][C:5]([C:6]2[O:16][C:15](=[O:17])[C:9]3([CH2:14][CH2:13][CH2:12][CH2:11][CH2:10]3)[N:8]=2)=[CH:4][CH:3]=1. The yield is 0.690. (2) The reactants are [CH3:1][O-:2].[Na+].[Br:4][C:5]1[CH:10]=[C:9]([N+]([O-])=O)[CH:8]=[C:7]([CH3:14])[N+:6]=1[O-:15]. The catalyst is CO. The product is [Br:4][C:5]1[CH:10]=[C:9]([O:2][CH3:1])[CH:8]=[C:7]([CH3:14])[N+:6]=1[O-:15]. The yield is 0.840.